This data is from Catalyst prediction with 721,799 reactions and 888 catalyst types from USPTO. The task is: Predict which catalyst facilitates the given reaction. (1) Reactant: [NH2:1][C:2]1[N:7]=[CH:6][N:5]=[C:4]2[N:8]([C@H:12]3[CH2:16][CH2:15][N:14]([C:17](=[O:20])[CH:18]=[CH2:19])[CH2:13]3)[N:9]=[C:10](I)[C:3]=12.[O:21]1[C:25]2[CH:26]=[CH:27][CH:28]=[CH:29][C:24]=2[N:23]=[C:22]1[NH2:30].C1CCN2C(=NCCC2)CC1.[C]=O.CN([CH:47]=[O:48])C. Product: [C:17]([N:14]1[CH2:15][CH2:16][C@H:12]([N:8]2[C:4]3=[N:5][CH:6]=[N:7][C:2]([NH2:1])=[C:3]3[C:10]([C:47]([NH:30][C:22]3[O:21][C:25]4[CH:26]=[CH:27][CH:28]=[CH:29][C:24]=4[N:23]=3)=[O:48])=[N:9]2)[CH2:13]1)(=[O:20])[CH:18]=[CH2:19]. The catalyst class is: 235. (2) Reactant: [O:1]1[C:6]2[CH:7]=[CH:8][CH:9]=[CH:10][C:5]=2[O:4][CH2:3][CH:2]1[C:11](O)=O.CN(C(O[N:22]1N=[N:29][C:24]2[CH:25]=[CH:26][CH:27]=[N:28][C:23]1=2)=[N+](C)C)C.F[P-](F)(F)(F)(F)F.CC[N:40]([CH:44]([CH3:46])C)[CH:41]([CH3:43])C.[CH3:47]N(C=O)C. Product: [O:1]1[CH:2]([C:11]2[NH:22][C:23]3=[N:28][CH:27]=[C:26]([C:47]4[CH:43]=[CH:41][N:40]=[CH:44][CH:46]=4)[CH:25]=[C:24]3[N:29]=2)[CH2:3][O:4][C:5]2[CH:10]=[CH:9][CH:8]=[CH:7][C:6]1=2. The catalyst class is: 25. (3) Reactant: [CH3:1][C:2]([S:5](/[N:7]=[CH:8]/[C:9]1[CH:10]=[N:11][C:12]([C:15]([F:18])([F:17])[F:16])=[CH:13][CH:14]=1)=[O:6])([CH3:4])[CH3:3].[CH3:19][Mg]Br. Product: [CH3:4][C:2]([S:5]([NH:7][C@@H:8]([C:9]1[CH:10]=[N:11][C:12]([C:15]([F:18])([F:16])[F:17])=[CH:13][CH:14]=1)[CH3:19])=[O:6])([CH3:1])[CH3:3]. The catalyst class is: 4.